Task: Predict the reactants needed to synthesize the given product.. Dataset: Full USPTO retrosynthesis dataset with 1.9M reactions from patents (1976-2016) (1) Given the product [O:11]=[C:12]1[N:18]2[CH2:19][C@H:20]([C:23]([O:1][N:2]=[C:3]([C:5]3[NH:6][CH:7]=[C:8]([CH3:10])[CH:9]=3)[NH2:4])=[O:24])[CH2:21][CH2:22][C@H:17]2[CH2:16][CH2:15][C:14]2[CH:26]=[CH:27][CH:28]=[CH:29][C:13]1=2, predict the reactants needed to synthesize it. The reactants are: [OH:1][N:2]=[C:3]([C:5]1[NH:6][CH:7]=[C:8]([CH3:10])[CH:9]=1)[NH2:4].[O:11]=[C:12]1[N:18]2[CH2:19][C@H:20]([C:23](Cl)=[O:24])[CH2:21][CH2:22][C@H:17]2[CH2:16][CH2:15][C:14]2[CH:26]=[CH:27][CH:28]=[CH:29][C:13]1=2. (2) Given the product [CH3:6][C:2]([N:7]1[CH:11]=[C:10]([NH:12][C:13]2[N:18]=[C:17]([NH:19][CH3:20])[C:16]([C:21]([F:22])([F:24])[F:23])=[CH:15][N:14]=2)[C:9]([CH3:25])=[N:8]1)([CH3:1])[C:3]#[N:5], predict the reactants needed to synthesize it. The reactants are: [CH3:1][C:2]([N:7]1[CH:11]=[C:10]([NH:12][C:13]2[N:18]=[C:17]([NH:19][CH3:20])[C:16]([C:21]([F:24])([F:23])[F:22])=[CH:15][N:14]=2)[C:9]([CH3:25])=[N:8]1)([CH3:6])[C:3]([NH2:5])=O. (3) Given the product [Cl:1][C:2]1[CH:3]=[C:4]([NH:8][C:9]2[N:14]=[C:13]([NH:15][CH2:16][C@@H:17]3[CH2:21][CH2:20][CH2:19][NH:18]3)[CH:12]=[CH:11][N:10]=2)[CH:5]=[CH:6][CH:7]=1, predict the reactants needed to synthesize it. The reactants are: [Cl:1][C:2]1[CH:3]=[C:4]([NH:8][C:9]2[N:14]=[C:13]([NH:15][CH2:16][C@@H:17]3[CH2:21][CH2:20][CH2:19][N:18]3C(OC(C)(C)C)=O)[CH:12]=[CH:11][N:10]=2)[CH:5]=[CH:6][CH:7]=1.FC(F)(F)C(O)=O. (4) Given the product [C:1]1([CH2:7][O:8][C:9](=[O:17])[NH:10][CH2:11][C@@H:12]2[CH2:16][CH2:15][N:14]([CH2:19][CH2:18][C:20]3[C:29]4[C:24](=[CH:25][CH:26]=[C:27]([O:30][CH3:31])[N:28]=4)[N:23]=[CH:22][C:21]=3[F:32])[CH2:13]2)[CH:2]=[CH:3][CH:4]=[CH:5][CH:6]=1, predict the reactants needed to synthesize it. The reactants are: [C:1]1([CH2:7][O:8][C:9](=[O:17])[NH:10][CH2:11][C@H:12]2[CH2:16][CH2:15][NH:14][CH2:13]2)[CH:6]=[CH:5][CH:4]=[CH:3][CH:2]=1.[CH:18]([C:20]1[C:21]([F:32])=[CH:22][N:23]=[C:24]2[C:29]=1[N:28]=[C:27]([O:30][CH3:31])[CH:26]=[CH:25]2)=[CH2:19].